Dataset: Forward reaction prediction with 1.9M reactions from USPTO patents (1976-2016). Task: Predict the product of the given reaction. Given the reactants [CH3:1][O:2][CH:3]([C:5]1[C:9]([C:10](=[O:12])[CH3:11])=[CH:8][N:7](COC)[N:6]=1)[CH3:4].[Br-:16].[Br-].[Br-].C1([N+](C)(C)C)C=CC=CC=1.C1([N+](C)(C)C)C=CC=CC=1.C1([N+](C)(C)C)C=CC=CC=1, predict the reaction product. The product is: [Br:16][CH2:11][C:10]([C:9]1[C:5]([CH:3]([O:2][CH3:1])[CH3:4])=[N:6][NH:7][CH:8]=1)=[O:12].